Dataset: HIV replication inhibition screening data with 41,000+ compounds from the AIDS Antiviral Screen. Task: Binary Classification. Given a drug SMILES string, predict its activity (active/inactive) in a high-throughput screening assay against a specified biological target. (1) The compound is CC1C2C1C1C3NN=CC3C2n2c(=O)n(-c3ccccc3)c(=O)n21. The result is 0 (inactive). (2) The molecule is CC(C)c1cc2c(O)c(c1)Cc1cc(C(C)C)cc(c1O)Cc1cc(C(C)C)cc(c1O)Cc1cc(C(C)C)cc(c1O)C2. The result is 0 (inactive). (3) The compound is Cc1ccc(S(=O)(=O)c2ccccc2[N+](=O)[O-])cc1. The result is 1 (active).